Dataset: HIV replication inhibition screening data with 41,000+ compounds from the AIDS Antiviral Screen. Task: Binary Classification. Given a drug SMILES string, predict its activity (active/inactive) in a high-throughput screening assay against a specified biological target. (1) The molecule is CCN(CC)CCOc1cccc(NC(=O)CN(CC)CC)c1. The result is 0 (inactive). (2) The molecule is CCN(CC)CCOC(NC(C)=O)(c1ccccc1)c1ccccc1. The result is 0 (inactive). (3) The compound is Cc1ccc2c(c1)C1(c3ccc(Cl)cc3)Oc3ccc(C)cc3C(c3ccc(Cl)cc3)(O2)O1. The result is 0 (inactive). (4) The molecule is COc1cc2c(-c3onc4ccc(OCc5ccccc5)cc34)nccc2c(OC)c1OC. The result is 0 (inactive). (5) The drug is CC(NC(=O)CNC(=O)C(N)CO)C(=O)NC(CCC(=O)O)C(=O)NC(CCC(=O)O)C(=O)NC(CO)C(=O)NC(CCCCN)C(=O)NC(CCC(=O)O)C(=O)NC(CCC(N)=O)C(=O)NC(CO)C(=O)N1CCCC1C(=O)NC(CC(N)=O)C(=O)NC(C)C(=O)NC(Cc1cnc[nH]1)C(=O)NC(CO)C(=O)O. The result is 0 (inactive). (6) The molecule is Cn1c(=O)c2nc(NCC3CCCCC3)sc2n(C)c1=O. The result is 0 (inactive).